From a dataset of Full USPTO retrosynthesis dataset with 1.9M reactions from patents (1976-2016). Predict the reactants needed to synthesize the given product. (1) Given the product [Br:13][C:14]1[CH:19]=[CH:18][CH:17]=[CH:16][C:15]=1[C:2]1[C:3]2[CH:10]=[C:9]([CH:11]=[O:12])[CH:8]=[CH:7][C:4]=2[S:5][CH:6]=1, predict the reactants needed to synthesize it. The reactants are: Br[C:2]1[C:3]2[CH:10]=[C:9]([CH:11]=[O:12])[CH:8]=[CH:7][C:4]=2[S:5][CH:6]=1.[Br:13][C:14]1[CH:19]=[CH:18][CH:17]=[CH:16][C:15]=1B(O)O.C([O-])([O-])=O.[Cs+].[Cs+]. (2) Given the product [NH2:20][C:7]1[CH:6]=[C:5]([C:1]([CH3:4])([CH3:3])[CH3:2])[CH:10]=[CH:9][C:8]=1[NH:11][C:12](=[O:19])[CH2:13][N:14]1[CH2:18][CH2:17][CH2:16][CH2:15]1, predict the reactants needed to synthesize it. The reactants are: [C:1]([C:5]1[CH:10]=[CH:9][C:8]([NH:11][C:12](=[O:19])[CH2:13][N:14]2[CH2:18][CH2:17][CH2:16][CH2:15]2)=[C:7]([N+:20]([O-])=O)[CH:6]=1)([CH3:4])([CH3:3])[CH3:2]. (3) Given the product [Cl:19][C:20]1[CH:21]=[CH:22][C:23]([OH:29])=[C:24](/[C:26](=[N:15]/[NH:14][C:12](=[O:13])[C:11]2[CH:16]=[CH:17][CH:18]=[C:9]([S:6]([N:1]3[CH2:2][CH2:3][CH2:4][CH2:5]3)(=[O:7])=[O:8])[CH:10]=2)/[CH3:27])[CH:25]=1, predict the reactants needed to synthesize it. The reactants are: [N:1]1([S:6]([C:9]2[CH:10]=[C:11]([CH:16]=[CH:17][CH:18]=2)[C:12]([NH:14][NH2:15])=[O:13])(=[O:8])=[O:7])[CH2:5][CH2:4][CH2:3][CH2:2]1.[Cl:19][C:20]1[CH:21]=[CH:22][C:23]([OH:29])=[C:24]([C:26](=O)[CH3:27])[CH:25]=1. (4) The reactants are: [OH:1][CH:2]([CH2:8][CH:9]([OH:34])/[CH:10]=[CH:11]/[C:12]1([C:26]2[CH:31]=[CH:30][CH:29]=[C:28]([O:32][CH3:33])[CH:27]=2)[CH2:17][CH2:16][N:15]([C:18]2[CH:23]=[CH:22][CH:21]=[CH:20][C:19]=2[O:24][CH3:25])[CH2:14][CH2:13]1)[CH2:3][C:4]([O:6]C)=[O:5].[OH-].[Na+].[Cl-].[NH4+]. Given the product [OH:1][CH:2]([CH2:8][CH:9]([OH:34])/[CH:10]=[CH:11]/[C:12]1([C:26]2[CH:31]=[CH:30][CH:29]=[C:28]([O:32][CH3:33])[CH:27]=2)[CH2:17][CH2:16][N:15]([C:18]2[CH:23]=[CH:22][CH:21]=[CH:20][C:19]=2[O:24][CH3:25])[CH2:14][CH2:13]1)[CH2:3][C:4]([OH:6])=[O:5], predict the reactants needed to synthesize it. (5) Given the product [C:33]([C:32]1[CH:35]=[C:36]([F:39])[CH:37]=[CH:38][C:31]=1[NH:30][C:27]1[CH:26]=[CH:25][C:24]([CH2:23][NH:22][C:12]([C:9]2([NH:8][C:6]([C:32]3[CH:31]=[N:30][C:17]([CH3:16])=[N:34][CH:33]=3)=[O:7])[CH2:10][CH2:11]2)=[O:14])=[CH:29][CH:28]=1)#[N:34], predict the reactants needed to synthesize it. The reactants are: C(O[C:6]([NH:8][C:9]1([C:12]([OH:14])=O)[CH2:11][CH2:10]1)=[O:7])(C)(C)C.F[C:16](F)(F)[C:17](O)=O.[NH2:22][CH2:23][C:24]1[CH:29]=[CH:28][C:27]([NH:30][C:31]2[CH:38]=[CH:37][C:36]([F:39])=[CH:35][C:32]=2[C:33]#[N:34])=[CH:26][CH:25]=1.